Dataset: Reaction yield outcomes from USPTO patents with 853,638 reactions. Task: Predict the reaction yield, written as a fraction of the theoretical maximum amount of product (1.0 means a 100% yield; for example, 0.34 means a 34% yield). (1) The catalyst is C(Cl)Cl.CCOC(C)=O.CC(O)=O. The product is [C:1]([O:5][C:6]([N:8]1[CH:13]([C:14]2[NH:28][C:24]3[C:25]4[C:20]([CH:21]=[CH:22][C:23]=3[N:29]=2)=[CH:19][C:18]([Br:17])=[CH:27][CH:26]=4)[CH2:12][CH:11]2[CH:9]1[CH2:10]2)=[O:7])([CH3:4])([CH3:3])[CH3:2]. The reactants are [C:1]([O:5][C:6]([N:8]1[CH:13]([C:14](O)=O)[CH2:12][CH:11]2[CH:9]1[CH2:10]2)=[O:7])([CH3:4])([CH3:3])[CH3:2].[Br:17][C:18]1[CH:27]=[CH:26][C:25]2[C:20](=[CH:21][CH:22]=[C:23]([NH2:29])[C:24]=2[NH2:28])[CH:19]=1.CN(C(ON1N=NC2C=CC=NC1=2)=[N+](C)C)C.F[P-](F)(F)(F)(F)F.CCN(C(C)C)C(C)C.C(=O)(O)[O-].[Na+].[OH-].[Na+]. The yield is 0.970. (2) The reactants are [NH2:1][C:2]1[N:3]([CH3:24])[C:4](=[O:23])[C:5]2([C:15]3[C:10](=[CH:11][CH:12]=[C:13](Br)[CH:14]=3)[O:9][CH:8]([C:17]3[CH:22]=[CH:21][CH:20]=[CH:19][CH:18]=3)[CH2:7]2)[N:6]=1.[CH3:25][S:26]([NH:29][CH2:30][C:31]1[CH:36]=[CH:35][C:34](B(O)O)=[CH:33][CH:32]=1)(=[O:28])=[O:27]. The catalyst is O1CCOCC1.C([O-])([O-])=O.[Cs+].[Cs+].Cl[Pd](Cl)([P](C1C=CC=CC=1)(C1C=CC=CC=1)C1C=CC=CC=1)[P](C1C=CC=CC=1)(C1C=CC=CC=1)C1C=CC=CC=1. The product is [NH2:1][C:2]1[N:3]([CH3:24])[C:4](=[O:23])[C:5]2([C:15]3[C:10](=[CH:11][CH:12]=[C:13]([C:34]4[CH:35]=[CH:36][C:31]([CH2:30][NH:29][S:26]([CH3:25])(=[O:27])=[O:28])=[CH:32][CH:33]=4)[CH:14]=3)[O:9][CH:8]([C:17]3[CH:22]=[CH:21][CH:20]=[CH:19][CH:18]=3)[CH2:7]2)[N:6]=1. The yield is 0.170. (3) The reactants are C(O[C:4](=[O:22])[C:5](=[CH:11][NH:12][C:13]1[CH:18]=[C:17]([O:19][CH3:20])[CH:16]=[CH:15][C:14]=1[Br:21])[C:6]([O:8][CH2:9][CH3:10])=[O:7])C.C(=O)(O)[O-].[Na+]. The yield is 0.300. The product is [CH2:9]([O:8][C:6]([C:5]1[C:4](=[O:22])[C:18]2[C:13](=[C:14]([Br:21])[CH:15]=[CH:16][C:17]=2[O:19][CH3:20])[NH:12][CH:11]=1)=[O:7])[CH3:10]. The catalyst is C(O)C. (4) The reactants are [Cl:1][C:2]1[N:7]=[C:6](Cl)[CH:5]=[CH:4][N:3]=1.[CH3:9][O:10][C:11]1[CH:12]=[C:13]2[C:18](=[CH:19][CH:20]=1)[NH:17][CH2:16][CH2:15][CH2:14]2.C(N(C(C)C)CC)(C)C. The catalyst is C(O)CCC. The product is [Cl:1][C:2]1[N:7]=[C:6]([N:17]2[C:18]3[C:13](=[CH:12][C:11]([O:10][CH3:9])=[CH:20][CH:19]=3)[CH2:14][CH2:15][CH2:16]2)[CH:5]=[CH:4][N:3]=1. The yield is 0.800.